This data is from Full USPTO retrosynthesis dataset with 1.9M reactions from patents (1976-2016). The task is: Predict the reactants needed to synthesize the given product. (1) Given the product [F:23][C:20]1[CH:21]=[CH:22][C:17]([C@H:15]2[CH2:16][C@@H:14]2[CH2:13][NH:12][C:6]2[CH:5]=[CH:4][N:3]=[C:2]([NH:25][NH2:26])[C:7]=2[C:8]([F:11])([F:10])[F:9])=[CH:18][CH:19]=1, predict the reactants needed to synthesize it. The reactants are: Cl[C:2]1[C:7]([C:8]([F:11])([F:10])[F:9])=[C:6]([NH:12][CH2:13][C@H:14]2[CH2:16][C@@H:15]2[C:17]2[CH:22]=[CH:21][C:20]([F:23])=[CH:19][CH:18]=2)[CH:5]=[CH:4][N:3]=1.O.[NH2:25][NH2:26]. (2) Given the product [Cl:1][C:2]1[CH:7]=[CH:6][CH:5]=[CH:4][C:3]=1[C:8]1[C:9]([CH:21]=[O:22])=[CH:12][N:11]([CH3:15])[N:10]=1, predict the reactants needed to synthesize it. The reactants are: [Cl:1][C:2]1[CH:7]=[CH:6][CH:5]=[CH:4][C:3]=1/[C:8](=[N:10]\[NH:11][CH3:12])/[CH3:9].[Cl-].Cl[CH:15]=[N+](C)C.CN(C)[CH:21]=[O:22]. (3) Given the product [Br:1][C:2]1[CH:3]=[C:4]([C:10]([N:12]2[CH2:17][CH2:16][O:15][C:14]3[CH:18]=[CH:19][N:20]=[CH:21][C:13]2=3)=[O:11])[CH:5]=[CH:6][C:7]=1[OH:8], predict the reactants needed to synthesize it. The reactants are: [Br:1][C:2]1[CH:3]=[C:4]([C:10]([N:12]2[CH2:17][CH2:16][O:15][C:14]3[CH:18]=[CH:19][N:20]=[CH:21][C:13]2=3)=[O:11])[CH:5]=[CH:6][C:7]=1[O:8]C.B(Br)(Br)Br. (4) Given the product [C:27]([C:2]1[N:11]=[C:10]2[C:5]([CH:6]=[C:7]([C:16]([O:18][CH2:19][CH3:20])=[O:17])[C:8]([C:12]([F:15])([F:14])[F:13])=[N:9]2)=[CH:4][C:3]=1[F:21])(=[O:29])[CH3:28], predict the reactants needed to synthesize it. The reactants are: Cl[C:2]1[N:11]=[C:10]2[C:5]([CH:6]=[C:7]([C:16]([O:18][CH2:19][CH3:20])=[O:17])[C:8]([C:12]([F:15])([F:14])[F:13])=[N:9]2)=[CH:4][C:3]=1[F:21].C([SnH2][C:27]([O:29]CC)=[CH2:28])CCC.C(OC(C1N=C2C(C=CC=N2)=CC=1)=C)C.S(=O)(=O)(O)O. (5) The reactants are: [C:1]([O:5][C:6]([NH:8][C@H:9]([C:15](=[O:26])[NH:16][CH:17]1[CH2:25][C:24]2[C:19](=[CH:20][CH:21]=[CH:22][CH:23]=2)[CH2:18]1)[CH2:10][CH2:11][C:12](O)=[O:13])=[O:7])([CH3:4])([CH3:3])[CH3:2].[NH2:27][CH:28]1[CH2:36][C:35]2[C:30](=[CH:31][CH:32]=[CH:33][CH:34]=2)[CH2:29]1.C(Cl)CCl.C1C=CC2N(O)N=NC=2C=1.CN1CCOCC1. Given the product [C:1]([O:5][C:6]([NH:8][C@@H:9]([CH2:10][CH2:11][C:12]([NH:27][CH:28]1[CH2:36][C:35]2[C:30](=[CH:31][CH:32]=[CH:33][CH:34]=2)[CH2:29]1)=[O:13])[C:15]([NH:16][CH:17]1[CH2:25][C:24]2[C:19](=[CH:20][CH:21]=[CH:22][CH:23]=2)[CH2:18]1)=[O:26])=[O:7])([CH3:2])([CH3:3])[CH3:4], predict the reactants needed to synthesize it. (6) Given the product [CH2:12]([NH:11][C:10]1[CH:24]=[CH:25][CH:26]=[CH:27][C:9]=1[B:45]1[O:49][C:48]([CH3:51])([CH3:50])[C:47]([CH3:53])([CH3:52])[O:46]1)[CH2:13][CH2:14][CH2:15][CH2:16][CH2:17][CH2:18][CH2:19][CH2:20][CH2:21][CH2:22][CH3:23], predict the reactants needed to synthesize it. The reactants are: CCN(CC)CC.Br[C:9]1[CH:27]=[CH:26][CH:25]=[CH:24][C:10]=1[NH:11][CH2:12][CH2:13][CH2:14][CH2:15][CH2:16][CH2:17][CH2:18][CH2:19][CH2:20][CH2:21][CH2:22][CH3:23].N#N.C(C1(CC)C2C=C([B:45]3[O:49][C:48]([CH3:51])([CH3:50])[C:47]([CH3:53])([CH3:52])[O:46]3)C=CC=2C2C1=CC([B:45]1[O:49][C:48]([CH3:51])([CH3:50])[C:47]([CH3:53])([CH3:52])[O:46]1)=CC=2)C. (7) Given the product [Br:1][C:2]1[C:11]([O:12][C:13]2[CH:18]=[CH:17][C:16]([F:19])=[CH:15][C:14]=2[F:20])=[CH:10][C:25]2[N:26]([CH3:29])[C:27](=[O:28])[N:8]([CH3:7])[C:4]=2[CH:3]=1, predict the reactants needed to synthesize it. The reactants are: [Br:1][C:2]1[C:11]([O:12][C:13]2[CH:18]=[CH:17][C:16]([F:19])=[CH:15][C:14]=2[F:20])=[CH:10]C2N[C:7](=O)[NH:8][C:4]=2[CH:3]=1.[H-].[Na+].CI.[CH3:25][N:26]([CH3:29])[CH:27]=[O:28]. (8) Given the product [CH3:22][O:26][N:27]([CH3:28])[C:16]([C:12]1([NH:11][C:9](=[O:10])[O:8][CH2:1][C:2]2[CH:3]=[CH:4][CH:5]=[CH:6][CH:7]=2)[CH2:13][CH2:14][CH2:15]1)=[O:18], predict the reactants needed to synthesize it. The reactants are: [CH2:1]([O:8][C:9]([NH:11][C:12]1([C:16]([OH:18])=O)[CH2:15][CH2:14][CH2:13]1)=[O:10])[C:2]1[CH:7]=[CH:6][CH:5]=[CH:4][CH:3]=1.CN([C:22]([O:26][N:27]1N=NC2C=CC=N[C:28]1=2)=[N+](C)C)C.F[P-](F)(F)(F)(F)F.C(N(CC)CC)C.Cl.CNOC.